This data is from Peptide-MHC class II binding affinity with 134,281 pairs from IEDB. The task is: Regression. Given a peptide amino acid sequence and an MHC pseudo amino acid sequence, predict their binding affinity value. This is MHC class II binding data. (1) The peptide sequence is YDKFLANVSTALTGK. The MHC is DRB1_1001 with pseudo-sequence DRB1_1001. The binding affinity (normalized) is 0.622. (2) The peptide sequence is SDFYGLISERFINYC. The MHC is DRB1_0401 with pseudo-sequence DRB1_0401. The binding affinity (normalized) is 0.908. (3) The peptide sequence is YDKFLANVSTVCTGK. The MHC is DRB1_1001 with pseudo-sequence DRB1_1001. The binding affinity (normalized) is 0.580. (4) The peptide sequence is IKDPLITSGCATALD. The MHC is DRB1_0101 with pseudo-sequence DRB1_0101. The binding affinity (normalized) is 0.837. (5) The peptide sequence is INEPTAAAAAYGLDR. The MHC is HLA-DQA10501-DQB10301 with pseudo-sequence HLA-DQA10501-DQB10301. The binding affinity (normalized) is 0.662. (6) The peptide sequence is AGAWRTAAVELARAL. The MHC is HLA-DPA10103-DPB10401 with pseudo-sequence HLA-DPA10103-DPB10401. The binding affinity (normalized) is 0.339. (7) The peptide sequence is LQPFPEPELPY. The MHC is HLA-DQA10501-DQB10201 with pseudo-sequence HLA-DQA10501-DQB10201. The binding affinity (normalized) is 0. (8) The peptide sequence is GILQAYDLRDAPETP. The MHC is DRB1_1302 with pseudo-sequence DRB1_1302. The binding affinity (normalized) is 0.214. (9) The peptide sequence is RWFHERGYVKLEGRV. The MHC is HLA-DQA10303-DQB10402 with pseudo-sequence HLA-DQA10303-DQB10402. The binding affinity (normalized) is 0.367.